This data is from HIV replication inhibition screening data with 41,000+ compounds from the AIDS Antiviral Screen. The task is: Binary Classification. Given a drug SMILES string, predict its activity (active/inactive) in a high-throughput screening assay against a specified biological target. (1) The drug is Cc1occc1C(=S)Nc1ccc(Cl)c(C(=O)OCC(F)(F)F)c1. The result is 1 (active). (2) The drug is CN(C)c1ccc(C(C2=C(O)C(=O)c3ccccc3C2=O)C2=C(O)C(=O)c3ccccc3C2=O)cc1. The result is 0 (inactive). (3) The molecule is NCCN1C(=O)C2C3c4ccccc4C(c4ccccc43)C2C1=O. The result is 0 (inactive). (4) The compound is O=Cc1cc(O)c(O)c(O)c1-c1c(C=O)cc(O)c(O)c1O. The result is 0 (inactive). (5) The compound is COC(=O)c1nc(O)c(C#N)c(C(=O)OC)c1C(=O)C=Cc1ccccc1. The result is 0 (inactive). (6) The result is 0 (inactive). The molecule is O=C(CC1(O)C(=O)Nc2c(Cl)cc(Cl)cc21)c1cccc2ccccc12. (7) The molecule is Fc1sc2c(c1F)C1CCC2C1. The result is 0 (inactive).